Dataset: Forward reaction prediction with 1.9M reactions from USPTO patents (1976-2016). Task: Predict the product of the given reaction. (1) Given the reactants COC1C=CC([O:7][C:8]2[CH:9]=[C:10]([C:14]3[N:19]4[N:20]=[C:21]([NH:23][C:24]5[CH:29]=[CH:28][C:27]([O:30][CH2:31][CH2:32][N:33]6[CH2:37][CH2:36][CH2:35][CH2:34]6)=[CH:26][CH:25]=5)[N:22]=[C:18]4[CH:17]=[CH:16][CH:15]=3)[CH:11]=[CH:12][CH:13]=2)=CC=1.FC(F)(F)C(O)=O.C(=O)([O-])O.[Na+], predict the reaction product. The product is: [N:33]1([CH2:32][CH2:31][O:30][C:27]2[CH:28]=[CH:29][C:24]([NH:23][C:21]3[N:22]=[C:18]4[CH:17]=[CH:16][CH:15]=[C:14]([C:10]5[CH:9]=[C:8]([OH:7])[CH:13]=[CH:12][CH:11]=5)[N:19]4[N:20]=3)=[CH:25][CH:26]=2)[CH2:34][CH2:35][CH2:36][CH2:37]1. (2) Given the reactants Cl[C:2]1[C:11]2[C:6](=[CH:7][C:8]([C:12]3[CH:13]=[C:14]([CH:21]=[CH:22][C:23]=3[CH3:24])[C:15]([NH:17][CH:18]3[CH2:20][CH2:19]3)=[O:16])=[CH:9][CH:10]=2)[CH:5]=[N:4][N:3]=1.[CH3:25][N:26]1[CH2:31][CH:30]=[C:29](B2OC(C)(C)C(C)(C)O2)[CH2:28][CH2:27]1.C(=O)([O-])[O-].[K+].[K+], predict the reaction product. The product is: [CH:18]1([NH:17][C:15](=[O:16])[C:14]2[CH:21]=[CH:22][C:23]([CH3:24])=[C:12]([C:8]3[CH:7]=[C:6]4[C:11](=[CH:10][CH:9]=3)[C:2]([C:29]3[CH2:30][CH2:31][N:26]([CH3:25])[CH2:27][CH:28]=3)=[N:3][N:4]=[CH:5]4)[CH:13]=2)[CH2:20][CH2:19]1. (3) Given the reactants [Cl:1][C:2]1[CH:7]=[CH:6][C:5]([CH:8]([OH:29])[CH2:9][CH2:10][N:11]2[CH2:16][CH2:15][CH:14]([C:17]3[CH:18]=[C:19]([NH:23][C:24](=[O:28])[CH:25]([CH3:27])[CH3:26])[CH:20]=[CH:21][CH:22]=3)[CH2:13][CH2:12]2)=[CH:4][CH:3]=1.[C:30]1([CH3:37])[C:35](O)=[CH:34][CH:33]=[CH:32][CH:31]=1, predict the reaction product. The product is: [Cl:1][C:2]1[CH:3]=[CH:4][C:5]([CH:8]([O:29][C:31]2[CH:32]=[CH:33][CH:34]=[CH:35][C:30]=2[CH3:37])[CH2:9][CH2:10][N:11]2[CH2:16][CH2:15][CH:14]([C:17]3[CH:18]=[C:19]([NH:23][C:24](=[O:28])[CH:25]([CH3:26])[CH3:27])[CH:20]=[CH:21][CH:22]=3)[CH2:13][CH2:12]2)=[CH:6][CH:7]=1. (4) Given the reactants [C:1]([O:5][C:6](=[O:19])[NH:7][C:8]1[CH:13]=[C:12]([O:14][CH3:15])[C:11]([CH3:16])=[C:10]([O:17][CH3:18])[CH:9]=1)([CH3:4])([CH3:3])[CH3:2].C1C(=O)N([Br:27])C(=O)C1, predict the reaction product. The product is: [C:1]([O:5][C:6](=[O:19])[NH:7][C:8]1[CH:13]=[C:12]([O:14][CH3:15])[C:11]([CH3:16])=[C:10]([O:17][CH3:18])[C:9]=1[Br:27])([CH3:4])([CH3:3])[CH3:2]. (5) Given the reactants C([O:4][C@@H:5]1[C@@H:10]([O:11]C(=O)C)[C@H:9]([O:15]C(=O)C)[C@@H:8]([CH2:19][O:20]C(=O)C)[O:7][C@H:6]1[C:24]1[CH:29]=[CH:28][C:27]([Cl:30])=[C:26]([CH2:31][C:32]2[S:33][C:34]([C:37]3[CH:42]=[CH:41][C:40](C#N)=[CH:39][CH:38]=3)=[CH:35][CH:36]=2)[CH:25]=1)(=O)C.Cl.[C:46]([O:49][CH2:50][CH3:51])(=[O:48])C, predict the reaction product. The product is: [C@@H:6]1([C:24]2[CH:29]=[CH:28][C:27]([Cl:30])=[C:26]([CH2:31][C:32]3[S:33][C:34]([C:37]4[CH:42]=[CH:41][C:40]([C:46]([O:49][CH2:50][CH3:51])=[O:48])=[CH:39][CH:38]=4)=[CH:35][CH:36]=3)[CH:25]=2)[O:7][C@H:8]([CH2:19][OH:20])[C@@H:9]([OH:15])[C@H:10]([OH:11])[C@H:5]1[OH:4]. (6) Given the reactants [C:1]([C:5]1[N:10]=[C:9]2[NH:11][N:12]=[CH:13][C:8]2=[C:7]([N:14]2[CH2:18][CH2:17][C:16]([F:20])([F:19])[CH2:15]2)[N:6]=1)([CH3:4])([CH3:3])[CH3:2].Cl[CH2:22][C:23]1[CH:28]=[CH:27][CH:26]=[CH:25][C:24]=1[C:29]([F:32])([F:31])[F:30], predict the reaction product. The product is: [C:1]([C:5]1[N:10]=[C:9]2[N:11]([CH2:22][C:23]3[CH:28]=[CH:27][CH:26]=[CH:25][C:24]=3[C:29]([F:30])([F:31])[F:32])[N:12]=[CH:13][C:8]2=[C:7]([N:14]2[CH2:18][CH2:17][C:16]([F:19])([F:20])[CH2:15]2)[N:6]=1)([CH3:4])([CH3:2])[CH3:3]. (7) The product is: [CH3:1][CH:2]([CH3:17])[CH2:3][N:4]1[C:16]2[C:15]3[N:14]=[CH:13][CH:12]=[CH:11][C:10]=3[N+:9]([O-:23])=[CH:8][C:7]=2[N:6]=[CH:5]1. Given the reactants [CH3:1][CH:2]([CH3:17])[CH2:3][N:4]1[C:16]2[C:15]3[N:14]=[CH:13][CH:12]=[CH:11][C:10]=3[N:9]=[CH:8][C:7]=2[N:6]=[CH:5]1.ClC1C=C(C=CC=1)C(OO)=[O:23].C(=O)([O-])[O-].[Na+].[Na+], predict the reaction product. (8) The product is: [OH2:5].[ClH:1].[NH2:2][CH2:3][C:4]([N:6]1[CH2:10][C@H:9]([NH:11][C:12](=[O:19])[C:13]2[CH:14]=[CH:15][CH:16]=[CH:17][CH:18]=2)[CH2:8][C@H:7]1[C:20]([OH:22])=[O:21])=[O:5]. Given the reactants [ClH:1].[NH2:2][CH2:3][C:4]([N:6]1[CH2:10][C@H:9]([NH:11][C:12](=[O:19])[C:13]2[CH:18]=[CH:17][CH:16]=[CH:15][CH:14]=2)[CH2:8][C@H:7]1[C:20]([OH:22])=[O:21])=[O:5].CC(C)=O.O, predict the reaction product. (9) Given the reactants [H-].[Na+].[Cl:3][C:4]1[CH:10]=[CH:9][C:7]([NH2:8])=[CH:6][C:5]=1[F:11].F[C:13]1[CH:14]=[N:15][CH:16]=[CH:17][C:18]=1[N+:19]([O-:21])=[O:20], predict the reaction product. The product is: [Cl:3][C:4]1[CH:10]=[CH:9][C:7]([NH:8][C:13]2[CH:14]=[N:15][CH:16]=[CH:17][C:18]=2[N+:19]([O-:21])=[O:20])=[CH:6][C:5]=1[F:11]. (10) Given the reactants [C:1]([C:4]1[CH:14]=[CH:13][C:7]([C:8]([N:10]([CH3:12])[CH3:11])=[O:9])=[CH:6][CH:5]=1)(=[O:3])[CH3:2], predict the reaction product. The product is: [CH3:8][N:10]([CH3:12])/[CH:11]=[CH:2]/[C:1]([C:4]1[CH:14]=[CH:13][C:7]([C:8]([N:10]([CH3:11])[CH3:12])=[O:9])=[CH:6][CH:5]=1)=[O:3].